From a dataset of Reaction yield outcomes from USPTO patents with 853,638 reactions. Predict the reaction yield, written as a fraction of the theoretical maximum amount of product (1.0 means a 100% yield; for example, 0.34 means a 34% yield). (1) The reactants are [O:1]1[C:5]2[CH:6]=[CH:7][CH:8]=[CH:9][C:4]=2[CH:3]=[C:2]1[S:10]([NH:13][C:14]1[CH:19]=[C:18]([Cl:20])[CH:17]=[CH:16][C:15]=1[S:21][CH2:22][C:23]1[N:24]=[C:25]([NH:28]C(=O)OC(C)(C)C)[S:26][CH:27]=1)(=[O:12])=[O:11].C(O)(C(F)(F)F)=O. The catalyst is C(Cl)Cl. The product is [NH2:28][C:25]1[S:26][CH:27]=[C:23]([CH2:22][S:21][C:15]2[CH:16]=[CH:17][C:18]([Cl:20])=[CH:19][C:14]=2[NH:13][S:10]([C:2]2[O:1][C:5]3[CH:6]=[CH:7][CH:8]=[CH:9][C:4]=3[CH:3]=2)(=[O:12])=[O:11])[N:24]=1. The yield is 0.880. (2) The reactants are [CH3:1][C:2]1[CH:3]=[C:4]([CH:8]=[CH:9][C:10]=1[C:11]([N:13]1[CH2:17][CH2:16][CH2:15][CH2:14]1)=[O:12])[C:5]([OH:7])=O.CN(C(ON1N=NC2C=CC=CC1=2)=[N+](C)C)C.[B-](F)(F)(F)F.C(N(C(C)C)CC)(C)C.[Cl:49][C:50]1[CH:63]=[CH:62][C:53]2[NH:54][C:55]([C@@H:57]([NH2:61])[CH:58]([CH3:60])[CH3:59])=[N:56][C:52]=2[CH:51]=1.ClCl. The catalyst is O1CCCC1.ClCCl.CO. The product is [Cl:49][C:50]1[CH:63]=[CH:62][C:53]2[NH:54][C:55]([C@@H:57]([NH:61][C:5](=[O:7])[C:4]3[CH:8]=[CH:9][C:10]([C:11]([N:13]4[CH2:17][CH2:16][CH2:15][CH2:14]4)=[O:12])=[C:2]([CH3:1])[CH:3]=3)[CH:58]([CH3:60])[CH3:59])=[N:56][C:52]=2[CH:51]=1. The yield is 0.720. (3) The reactants are [CH3:1][C:2]1[CH:7]=[C:6]([C:8]([CH3:10])=[O:9])[C:5]([OH:11])=[C:4]([N+:12]([O-:14])=[O:13])[CH:3]=1.[CH2:15]([O:22][C:23]1[CH:30]=[CH:29][C:26]([CH:27]=O)=[CH:25][C:24]=1[N+:31]([O-:33])=[O:32])[C:16]1[CH:21]=[CH:20][CH:19]=[CH:18][CH:17]=1.[OH-].[Na+].Cl. The catalyst is O.C(O)C. The product is [CH2:15]([O:22][C:23]1[CH:30]=[CH:29][C:26](/[CH:27]=[CH:10]/[C:8]([C:6]2[CH:7]=[C:2]([CH3:1])[CH:3]=[C:4]([N+:12]([O-:14])=[O:13])[C:5]=2[OH:11])=[O:9])=[CH:25][C:24]=1[N+:31]([O-:33])=[O:32])[C:16]1[CH:17]=[CH:18][CH:19]=[CH:20][CH:21]=1. The yield is 0.970. (4) The reactants are [OH:1][C:2]1[CH:7]=[CH:6][C:5]([S:8]([OH:11])(=[O:10])=[O:9])=[CH:4][CH:3]=1.Br[C:13]1[S:14][C:15]([Br:18])=[CH:16][N:17]=1.C(=O)([O-])[O-].[K+].[K+]. The catalyst is CN(C=O)C. The product is [Br:18][C:15]1[S:14][C:13]([O:1][C:2]2[CH:7]=[CH:6][C:5]([S:8]([OH:11])(=[O:9])=[O:10])=[CH:4][CH:3]=2)=[N:17][CH:16]=1. The yield is 0.740. (5) The reactants are [Cl:1][C:2]1[CH:7]=[CH:6][CH:5]=[C:4]([Cl:8])[C:3]=1[CH2:9][CH2:10][C:11](O)=[O:12].C(N(CC)CC)C.C(OC(Cl)=O)(C)C.C1(C)C=CC=CC=1.[BH4-].[Na+]. The catalyst is C1COCC1.O. The product is [Cl:1][C:2]1[CH:7]=[CH:6][CH:5]=[C:4]([Cl:8])[C:3]=1[CH2:9][CH2:10][CH2:11][OH:12]. The yield is 0.770. (6) The reactants are [S:1](=[O:30])(=[O:29])([O:3][CH2:4][C@H:5]1[CH2:9][C@@H:8]([NH:10][C:11]2[N:16]3[N:17]=[C:18]([C:20]4[CH:25]=[CH:24][CH:23]=[CH:22][N:21]=4)[CH:19]=[C:15]3[N:14]=[C:13](Cl)[CH:12]=2)[C@H:7]([OH:27])[C@@H:6]1[OH:28])[NH2:2].CO. The catalyst is [Pd]. The product is [S:1](=[O:30])(=[O:29])([O:3][CH2:4][C@H:5]1[CH2:9][C@@H:8]([NH:10][C:11]2[N:16]3[N:17]=[C:18]([C:20]4[CH:25]=[CH:24][CH:23]=[CH:22][N:21]=4)[CH:19]=[C:15]3[N:14]=[CH:13][CH:12]=2)[C@H:7]([OH:27])[C@@H:6]1[OH:28])[NH2:2]. The yield is 0.220. (7) The catalyst is C(O)C.Cl.O.C(OCC)(=O)C. The product is [C:8]1([C:5]2[CH:6]=[CH:7][C:2]([NH2:1])=[CH:3][CH:4]=2)[CH2:13][CH2:12][CH2:11][CH2:10][CH:9]=1. The reactants are [NH2:1][C:2]1[CH:7]=[CH:6][CH:5]=[CH:4][CH:3]=1.[C:8]1(=O)[CH2:13][CH2:12][CH2:11][CH2:10][CH2:9]1.[OH-].[Na+].P(=O)(O)(O)O.S(=O)(=O)(O)O. The yield is 0.490.